From a dataset of Forward reaction prediction with 1.9M reactions from USPTO patents (1976-2016). Predict the product of the given reaction. (1) Given the reactants [I:1][C:2]1[C:10]([CH3:11])=[CH:9][CH:8]=[CH:7][C:3]=1[C:4]([OH:6])=O.[CH2:12]([O:14][C:15]([C:17]1([NH2:28])[CH2:25][C:24]2[C:19](=[CH:20][C:21]([F:27])=[C:22]([F:26])[CH:23]=2)[CH2:18]1)=[O:16])[CH3:13].CN(C(ON1N=NC2C=CC=NC1=2)=[N+](C)C)C.F[P-](F)(F)(F)(F)F.CCN(C(C)C)C(C)C, predict the reaction product. The product is: [CH2:12]([O:14][C:15]([C:17]1([NH:28][C:4](=[O:6])[C:3]2[CH:7]=[CH:8][CH:9]=[C:10]([CH3:11])[C:2]=2[I:1])[CH2:25][C:24]2[C:19](=[CH:20][C:21]([F:27])=[C:22]([F:26])[CH:23]=2)[CH2:18]1)=[O:16])[CH3:13]. (2) The product is: [ClH:22].[Cl:22][C:19]1[CH:20]=[CH:21][C:16]([NH:15][C:9]2[C:8]3[C:13](=[CH:14][C:5]([O:4][CH2:3][CH2:2][S:32][C:28]4[N:27]([CH3:26])[CH:31]=[N:30][N:29]=4)=[C:6]([O:24][CH3:25])[CH:7]=3)[N:12]=[CH:11][N:10]=2)=[C:17]([F:23])[CH:18]=1. Given the reactants Br[CH2:2][CH2:3][O:4][C:5]1[CH:14]=[C:13]2[C:8]([C:9]([NH:15][C:16]3[CH:21]=[CH:20][C:19]([Cl:22])=[CH:18][C:17]=3[F:23])=[N:10][CH:11]=[N:12]2)=[CH:7][C:6]=1[O:24][CH3:25].[CH3:26][N:27]1[CH:31]=[N:30][N:29]=[C:28]1[SH:32].CC(C)([O-])C.[K+], predict the reaction product.